Dataset: Full USPTO retrosynthesis dataset with 1.9M reactions from patents (1976-2016). Task: Predict the reactants needed to synthesize the given product. The reactants are: C([N:9]1[CH:14]=[CH:13][C:12](=[O:15])[CH2:11][CH:10]1[C:16]1[CH:17]=[C:18]([CH:21]=[CH:22][CH:23]=1)[C:19]#[N:20])(=O)C1C=CC=CC=1.C[O-].[Na+].P([O-])([O-])([O-])=O. Given the product [C:19]([C:18]1[CH:17]=[C:16]([CH:10]2[CH2:11][C:12](=[O:15])[CH:13]=[CH:14][NH:9]2)[CH:23]=[CH:22][CH:21]=1)#[N:20], predict the reactants needed to synthesize it.